Dataset: Full USPTO retrosynthesis dataset with 1.9M reactions from patents (1976-2016). Task: Predict the reactants needed to synthesize the given product. (1) The reactants are: [Cl:1][C:2]1[S:6][C:5]([C:7]([O:9]C)=[O:8])=[CH:4][C:3]=1[C:11]1[N:15]([CH3:16])[N:14]=[N:13][CH:12]=1.[Li+].[OH-]. Given the product [Cl:1][C:2]1[S:6][C:5]([C:7]([OH:9])=[O:8])=[CH:4][C:3]=1[C:11]1[N:15]([CH3:16])[N:14]=[N:13][CH:12]=1, predict the reactants needed to synthesize it. (2) Given the product [Cl:13][C:14]1[CH:21]=[C:20]([N:6]2[C@H:7]([CH3:23])[CH2:8][C@H:4]([OH:12])[C@@H:5]2[CH3:9])[CH:19]=[CH:18][C:15]=1[C:16]#[N:17], predict the reactants needed to synthesize it. The reactants are: C1([C@:4]2([OH:12])[CH2:8][CH2:7][NH:6][C@H:5]2[CH:9](C)C)CC1.[Cl:13][C:14]1[CH:21]=[C:20](F)[CH:19]=[CH:18][C:15]=1[C:16]#[N:17].[C:23](=O)([O-])[O-].[Li+].[Li+].